Predict which catalyst facilitates the given reaction. From a dataset of Catalyst prediction with 721,799 reactions and 888 catalyst types from USPTO. (1) Reactant: Br[C:2]1[S:22][C:5]2=[N:6][C:7]([CH3:21])=[CH:8][C:9]([NH:10][S:11]([C:14]3[CH:19]=[CH:18][CH:17]=[C:16]([Cl:20])[CH:15]=3)(=[O:13])=[O:12])=[C:4]2[C:3]=1[C:23]1[CH:28]=[CH:27][CH:26]=[C:25]([CH3:29])[CH:24]=1.O(C([N:37]1[CH:41]=[C:40](B(O)O)[CH:39]=[N:38]1)=O)C(C)(C)C.C(=O)([O-])[O-].[Na+].[Na+]. Product: [Cl:20][C:16]1[CH:15]=[C:14]([S:11]([NH:10][C:9]2[CH:8]=[C:7]([CH3:21])[N:6]=[C:5]3[S:22][C:2]([C:40]4[CH:41]=[N:37][NH:38][CH:39]=4)=[C:3]([C:23]4[CH:28]=[CH:27][CH:26]=[C:25]([CH3:29])[CH:24]=4)[C:4]=23)(=[O:13])=[O:12])[CH:19]=[CH:18][CH:17]=1. The catalyst class is: 73. (2) Reactant: [H-].[Na+].[CH3:3][N:4]1[CH2:9][CH2:8][NH:7][CH2:6][CH2:5]1.Br[C:11]1[C:16]([Br:17])=[N:15][CH:14]=[CH:13][N:12]=1. Product: [Br:17][C:16]1[CH:11]=[N:12][C:13]([N:7]2[CH2:8][CH2:9][N:4]([CH3:3])[CH2:5][CH2:6]2)=[CH:14][N:15]=1. The catalyst class is: 1. (3) Reactant: P(Cl)(OCC)(OCC)=O.C[Si](C)(C)N[Si](C)(C)C.[Li].[C:20]1([S:26]([CH2:29][F:30])(=[O:28])=[O:27])[CH:25]=[CH:24][CH:23]=[CH:22][CH:21]=1.[CH3:31]/[C:32](/[CH:39]=O)=[CH:33]\[C:34]([O:36][CH2:37][CH3:38])=[O:35]. Product: [CH2:37]([O:36][C:34](=[O:35])[CH:33]=[C:32]([CH3:39])[CH:31]=[C:29]([S:26]([C:20]1[CH:21]=[CH:22][CH:23]=[CH:24][CH:25]=1)(=[O:28])=[O:27])[F:30])[CH3:38]. The catalyst class is: 1. (4) Reactant: O.C(O)(=O)[CH2:3][C:4]([CH2:9][C:10]([OH:12])=[O:11])([C:6]([OH:8])=[O:7])O.[H][H].C(O)(=O)CC(CC(O)=O)(C(O)=O)O. Product: [C:6]([OH:8])(=[O:7])[C:4]([CH2:9][C:10]([OH:12])=[O:11])=[CH2:3]. The catalyst class is: 610. (5) Reactant: [Cl:1][C:2]1[N:7]=[N:6][C:5]([C:8]([OH:10])=O)=[CH:4][CH:3]=1.C(Cl)(=O)C(Cl)=O.[CH:17]1([CH2:20][CH2:21][NH2:22])[CH2:19][CH2:18]1.CCN(CC)CC. Product: [Cl:1][C:2]1[N:7]=[N:6][C:5]([C:8]([NH:22][CH2:21][CH2:20][CH:17]2[CH2:19][CH2:18]2)=[O:10])=[CH:4][CH:3]=1. The catalyst class is: 59. (6) Reactant: [Br:1][CH:2]([C:4]1[CH:12]=[CH:11][C:7]([C:8]([OH:10])=[O:9])=[CH:6][CH:5]=1)[CH3:3].[CH3:13]O. Product: [Br:1][CH:2]([C:4]1[CH:12]=[CH:11][C:7]([C:8]([O:10][CH3:13])=[O:9])=[CH:6][CH:5]=1)[CH3:3]. The catalyst class is: 1.